This data is from NCI-60 drug combinations with 297,098 pairs across 59 cell lines. The task is: Regression. Given two drug SMILES strings and cell line genomic features, predict the synergy score measuring deviation from expected non-interaction effect. (1) Drug 1: CN1C(=O)N2C=NC(=C2N=N1)C(=O)N. Drug 2: CCN(CC)CCNC(=O)C1=C(NC(=C1C)C=C2C3=C(C=CC(=C3)F)NC2=O)C. Cell line: SR. Synergy scores: CSS=24.4, Synergy_ZIP=-3.73, Synergy_Bliss=-9.66, Synergy_Loewe=-8.51, Synergy_HSA=-6.32. (2) Drug 1: CC1=CC2C(CCC3(C2CCC3(C(=O)C)OC(=O)C)C)C4(C1=CC(=O)CC4)C. Drug 2: CN(C)N=NC1=C(NC=N1)C(=O)N. Cell line: MALME-3M. Synergy scores: CSS=2.75, Synergy_ZIP=3.06, Synergy_Bliss=7.28, Synergy_Loewe=1.26, Synergy_HSA=2.34. (3) Cell line: HL-60(TB). Drug 2: CNC(=O)C1=NC=CC(=C1)OC2=CC=C(C=C2)NC(=O)NC3=CC(=C(C=C3)Cl)C(F)(F)F. Drug 1: CCC1=CC2CC(C3=C(CN(C2)C1)C4=CC=CC=C4N3)(C5=C(C=C6C(=C5)C78CCN9C7C(C=CC9)(C(C(C8N6C)(C(=O)OC)O)OC(=O)C)CC)OC)C(=O)OC.C(C(C(=O)O)O)(C(=O)O)O. Synergy scores: CSS=50.3, Synergy_ZIP=2.85, Synergy_Bliss=6.02, Synergy_Loewe=-4.34, Synergy_HSA=5.48. (4) Drug 1: CN(C)N=NC1=C(NC=N1)C(=O)N. Drug 2: C1=CC(=CC=C1CC(C(=O)O)N)N(CCCl)CCCl.Cl. Cell line: 786-0. Synergy scores: CSS=26.5, Synergy_ZIP=1.79, Synergy_Bliss=8.33, Synergy_Loewe=-1.33, Synergy_HSA=6.53.